Dataset: Peptide-MHC class I binding affinity with 185,985 pairs from IEDB/IMGT. Task: Regression. Given a peptide amino acid sequence and an MHC pseudo amino acid sequence, predict their binding affinity value. This is MHC class I binding data. The peptide sequence is LYKSINVEY. The MHC is HLA-B15:01 with pseudo-sequence HLA-B15:01. The binding affinity (normalized) is 0.173.